From a dataset of Forward reaction prediction with 1.9M reactions from USPTO patents (1976-2016). Predict the product of the given reaction. (1) Given the reactants [CH2:1]([NH:4][CH2:5][CH2:6][CH3:7])[CH2:2][CH3:3].Cl[S:9]([C:12]1[CH:17]=[CH:16][C:15]([CH2:18][C:19]([OH:21])=[O:20])=[CH:14][CH:13]=1)(=[O:11])=[O:10], predict the reaction product. The product is: [CH2:1]([N:4]([CH2:5][CH2:6][CH3:7])[S:9]([C:12]1[CH:13]=[CH:14][C:15]([CH2:18][C:19]([OH:21])=[O:20])=[CH:16][CH:17]=1)(=[O:11])=[O:10])[CH2:2][CH3:3]. (2) Given the reactants C([O:8][CH2:9][C:10]([NH:12][C:13]1[CH:18]=[CH:17][CH:16]=[C:15]([C:19]([F:22])([F:21])[F:20])[CH:14]=1)=[O:11])C1C=CC=CC=1, predict the reaction product. The product is: [OH:8][CH2:9][C:10]([NH:12][C:13]1[CH:18]=[CH:17][CH:16]=[C:15]([C:19]([F:20])([F:21])[F:22])[CH:14]=1)=[O:11]. (3) Given the reactants [CH3:1][O:2][C:3]1[C:11]2[CH:10]=[C:9]([NH2:12])[S:8][C:7]=2[C:6]([C:13]2[CH:18]=[CH:17][CH:16]=[CH:15][CH:14]=2)=[CH:5][CH:4]=1.C(N(CC)C(C)C)C.Cl.[CH3:28][C:29]1[CH:36]=[CH:35][C:32]([CH2:33]Cl)=[CH:31][N:30]=1.C[OH:38], predict the reaction product. The product is: [CH3:1][O:2][C:3]1[C:11]2[CH:10]=[C:9]([NH:12][C:33](=[O:38])[C:32]3[CH:35]=[CH:36][C:29]([CH3:28])=[N:30][CH:31]=3)[S:8][C:7]=2[C:6]([C:13]2[CH:14]=[CH:15][CH:16]=[CH:17][CH:18]=2)=[CH:5][CH:4]=1. (4) Given the reactants Cl.[NH2:2][C@@H:3]1[CH2:8][CH2:7][C@H:6]([NH:9][C:10]([C:12]2[C:16]3=[N:17][CH:18]=[CH:19][C:20]([C:21]4[CH:26]=[CH:25][C:24]([O:27][CH3:28])=[CH:23][C:22]=4[O:29][CH2:30][CH:31]4[CH2:33][CH2:32]4)=[C:15]3[NH:14][C:13]=2[CH3:34])=[O:11])[CH2:5][CH2:4]1.C([O:38][CH2:39][C:40](Cl)=[O:41])(=O)C, predict the reaction product. The product is: [CH:31]1([CH2:30][O:29][C:22]2[CH:23]=[C:24]([O:27][CH3:28])[CH:25]=[CH:26][C:21]=2[C:20]2[CH:19]=[CH:18][N:17]=[C:16]3[C:12]([C:10]([NH:9][C@H:6]4[CH2:7][CH2:8][C@@H:3]([NH:2][C:39](=[O:38])[CH2:40][OH:41])[CH2:4][CH2:5]4)=[O:11])=[C:13]([CH3:34])[NH:14][C:15]=23)[CH2:32][CH2:33]1. (5) Given the reactants [N:1]1[C:10]2[C:5](=[CH:6][CH:7]=[CH:8][CH:9]=2)[CH:4]=[CH:3][C:2]=1[CH2:11][CH2:12]O.[NH:14]1[C:18](=[O:19])[CH2:17][CH2:16][C:15]1=[O:20].C1(P(C2C=CC=CC=2)C2C=CC=CC=2)C=CC=CC=1.CCOC(/N=N/C(OCC)=O)=O, predict the reaction product. The product is: [N:1]1[C:10]2[C:5](=[CH:6][CH:7]=[CH:8][CH:9]=2)[CH:4]=[CH:3][C:2]=1[CH2:11][CH2:12][N:14]1[C:18](=[O:19])[CH2:17][CH2:16][C:15]1=[O:20].